From a dataset of Catalyst prediction with 721,799 reactions and 888 catalyst types from USPTO. Predict which catalyst facilitates the given reaction. (1) Reactant: [Br:1][C:2]1[CH:3]=[CH:4][C:5]([O:9][CH3:10])=[C:6]([CH:8]=1)[NH2:7].Cl[C:12](OC(Cl)(Cl)Cl)=[O:13]. Product: [Br:1][C:2]1[CH:3]=[CH:4][C:5]([O:9][CH3:10])=[C:6]([N:7]=[C:12]=[O:13])[CH:8]=1. The catalyst class is: 12. (2) Reactant: Br[CH2:2][C:3]1[CH:4]=[C:5]([C:9]2[CH:10]=[C:11]([C:21]([NH:23][CH2:24][C:25]3[C:26](=[O:33])[NH:27][C:28]([CH3:32])=[CH:29][C:30]=3[CH3:31])=[O:22])[C:12]3[CH:17]=[N:16][N:15]([CH:18]([CH3:20])[CH3:19])[C:13]=3[N:14]=2)[CH:6]=[CH:7][CH:8]=1.[CH3:34][N:35](C=O)[CH3:36].CNC.O. Product: [CH3:31][C:30]1[CH:29]=[C:28]([CH3:32])[NH:27][C:26](=[O:33])[C:25]=1[CH2:24][NH:23][C:21]([C:11]1[C:12]2[CH:17]=[N:16][N:15]([CH:18]([CH3:19])[CH3:20])[C:13]=2[N:14]=[C:9]([C:5]2[CH:6]=[CH:7][CH:8]=[C:3]([CH2:2][N:35]([CH3:36])[CH3:34])[CH:4]=2)[CH:10]=1)=[O:22]. The catalyst class is: 25. (3) Reactant: Br[C:2]1[N:7]=[C:6]([NH:8][C:9](=[O:14])[C:10]([CH3:13])([CH3:12])[CH3:11])[CH:5]=[CH:4][CH:3]=1.[CH:15]([Mg]Cl)([CH3:17])[CH3:16]. The catalyst class is: 1. Product: [CH:15]([C:2]1[N:7]=[C:6]([NH:8][C:9](=[O:14])[C:10]([CH3:13])([CH3:12])[CH3:11])[CH:5]=[CH:4][CH:3]=1)([CH3:17])[CH3:16]. (4) The catalyst class is: 8. Product: [CH2:1]([C:4]1[C:13]2[O:12][CH2:11]/[C:10](=[N:16]\[OH:17])/[NH:9][C:8]=2[CH:7]=[CH:6][CH:5]=1)[CH:2]=[CH2:3]. Reactant: [CH2:1]([C:4]1[C:13]2[O:12][CH2:11][C:10](=S)[NH:9][C:8]=2[CH:7]=[CH:6][CH:5]=1)[CH:2]=[CH2:3].Cl.[NH2:16][OH:17].C([O-])(=O)C.[Na+].O. (5) Reactant: [CH3:1][N:2]1[CH2:7][CH2:6][CH:5]([CH2:8][CH2:9][CH2:10][N:11](C(OCC2C=CC=CC=2)=O)[C:12]([NH:14]C(OCC2C=CC=CC=2)=O)=[NH:13])[CH2:4][CH2:3]1.[H][H]. Product: [CH3:1][N:2]1[CH2:3][CH2:4][CH:5]([CH2:8][CH2:9][CH2:10][NH:11][C:12]([NH2:14])=[NH:13])[CH2:6][CH2:7]1. The catalyst class is: 63. (6) Reactant: [CH3:1][O:2][C:3]([C:5]1[CH:10]=[CH:9][C:8]([C:11]2[CH:16]=[CH:15][CH:14]=[CH:13][C:12]=2[C:17]([F:20])([F:19])[F:18])=[CH:7][C:6]=1[N+:21]([O-])=O)=[O:4].[H][H]. Product: [CH3:1][O:2][C:3]([C:5]1[CH:10]=[CH:9][C:8]([C:11]2[CH:16]=[CH:15][CH:14]=[CH:13][C:12]=2[C:17]([F:18])([F:19])[F:20])=[CH:7][C:6]=1[NH2:21])=[O:4]. The catalyst class is: 73.